From a dataset of Catalyst prediction with 721,799 reactions and 888 catalyst types from USPTO. Predict which catalyst facilitates the given reaction. Reactant: [Cl:1][C:2]1[N:7]=[C:6]([NH:8][CH2:9][C:10]([CH3:14])([CH3:13])[CH2:11][NH2:12])[CH:5]=[C:4]([C:15]2[C:23]3[C:18](=[N:19][CH:20]=[CH:21][CH:22]=3)[NH:17][CH:16]=2)[CH:3]=1.C(N(CC)CC)C.[N:31]1[CH:36]=[CH:35][CH:34]=[C:33]([S:37](Cl)(=[O:39])=[O:38])[CH:32]=1. Product: [Cl:1][C:2]1[N:7]=[C:6]([NH:8][CH2:9][C:10]([CH3:14])([CH3:13])[CH2:11][NH:12][S:37]([C:33]2[CH:32]=[N:31][CH:36]=[CH:35][CH:34]=2)(=[O:39])=[O:38])[CH:5]=[C:4]([C:15]2[C:23]3[C:18](=[N:19][CH:20]=[CH:21][CH:22]=3)[NH:17][CH:16]=2)[CH:3]=1. The catalyst class is: 3.